This data is from Reaction yield outcomes from USPTO patents with 853,638 reactions. The task is: Predict the reaction yield, written as a fraction of the theoretical maximum amount of product (1.0 means a 100% yield; for example, 0.34 means a 34% yield). (1) The reactants are [F:1][C:2]1[CH:3]=[C:4]2[C:8](=[CH:9][CH:10]=1)[NH:7][N:6]=[C:5]2[I:11].O[CH:13]1[CH2:17][CH2:16][O:15][CH2:14]1. No catalyst specified. The product is [F:1][C:2]1[CH:3]=[C:4]2[C:8](=[CH:9][CH:10]=1)[N:7]([CH:13]1[CH2:17][CH2:16][O:15][CH2:14]1)[N:6]=[C:5]2[I:11]. The yield is 0.560. (2) The reactants are [Cl:1][C:2]1[CH:10]=[CH:9][C:8]([CH3:11])=[CH:7][C:3]=1[C:4]([NH2:6])=[O:5].FC1C=CC([O:19][C:20](=O)[NH:21][C:22]2[S:23][C:24]3[CH:30]=[C:29]([S:31]([CH3:34])(=[O:33])=[O:32])[CH:28]=[CH:27][C:25]=3[N:26]=2)=CC=1. No catalyst specified. The product is [Cl:1][C:2]1[CH:10]=[CH:9][C:8]([CH3:11])=[CH:7][C:3]=1[C:4]([NH:6][C:20](=[O:19])[NH:21][C:22]1[S:23][C:24]2[CH:30]=[C:29]([S:31]([CH3:34])(=[O:33])=[O:32])[CH:28]=[CH:27][C:25]=2[N:26]=1)=[O:5]. The yield is 0.200. (3) The yield is 0.510. The product is [CH3:15][O:14][C:11]1[CH:10]=[CH:9][C:8]([NH:3][CH2:4][C:5]([OH:7])=[O:6])=[CH:13][CH:12]=1. The catalyst is C1COCC1.O. The reactants are C([N:3]([C:8]1[CH:13]=[CH:12][C:11]([O:14][CH3:15])=[CH:10][CH:9]=1)[CH2:4][C:5]([OH:7])=[O:6])C.O.[OH-].[Li+].Cl. (4) The reactants are [OH-:1].[Na+].[CH3:3][C:4]1[C:12]2[C:7](=[N:8][CH:9]=[CH:10][CH:11]=2)[NH:6][N:5]=1.[O-][Mn](=O)(=O)=O.[K+].C[OH:20]. The catalyst is O.C(Cl)Cl. The product is [NH:6]1[C:7]2=[N:8][CH:9]=[CH:10][CH:11]=[C:12]2[C:4]([C:3]([OH:20])=[O:1])=[N:5]1. The yield is 0.810. (5) The reactants are [NH:1]1[CH:5]=[C:4]([C:6]([O:8][CH2:9][CH3:10])=[O:7])[CH:3]=[N:2]1.Cl[CH2:12][C:13]1[C:14]([CH3:19])=[N:15][O:16][C:17]=1[CH3:18].C(=O)([O-])[O-].[Cs+].[Cs+]. The catalyst is CN(C=O)C.Cl. The product is [CH3:19][C:14]1[C:13]([CH2:12][N:1]2[CH:5]=[C:4]([C:6]([O:8][CH2:9][CH3:10])=[O:7])[CH:3]=[N:2]2)=[C:17]([CH3:18])[O:16][N:15]=1. The yield is 0.800. (6) The reactants are C([O:3][C:4](=O)[CH2:5][NH:6][CH2:7][C:8]1[C:9]([NH2:15])=[N:10][CH:11]=[C:12]([Br:14])[CH:13]=1)C.[H-].[Na+]. The catalyst is CS(C)=O.O. The product is [Br:14][C:12]1[CH:11]=[N:10][C:9]2[NH:15][C:4](=[O:3])[CH2:5][NH:6][CH2:7][C:8]=2[CH:13]=1. The yield is 0.720. (7) The reactants are [OH-].[Na+].C([O:5][C:6]([C:8]1([NH:14][C:15]([N:17]2[CH2:22][CH2:21][N:20]([CH2:23][C:24]3[CH:29]=[CH:28][CH:27]=[CH:26][CH:25]=3)[CH2:19][CH2:18]2)=[O:16])[CH2:13][CH2:12][CH2:11][CH2:10][CH2:9]1)=[O:7])C.CCOCC. The catalyst is C(O)C. The product is [C:24]1([CH2:23][N:20]2[CH2:19][CH2:18][N:17]([C:15]([NH:14][C:8]3([C:6]([OH:7])=[O:5])[CH2:13][CH2:12][CH2:11][CH2:10][CH2:9]3)=[O:16])[CH2:22][CH2:21]2)[CH:25]=[CH:26][CH:27]=[CH:28][CH:29]=1. The yield is 0.420. (8) The catalyst is CO.[Pd]. The yield is 0.990. The reactants are C([O:8][C:9]1[C:17]2[N:16]=[C:15]([CH3:18])[N:14]([CH3:19])[C:13]=2[CH:12]=[C:11]([C:20]([O:22][CH3:23])=[O:21])[CH:10]=1)C1C=CC=CC=1. The product is [OH:8][C:9]1[C:17]2[N:16]=[C:15]([CH3:18])[N:14]([CH3:19])[C:13]=2[CH:12]=[C:11]([C:20]([O:22][CH3:23])=[O:21])[CH:10]=1. (9) The reactants are [O:1]=[C:2]1[C:11]([C:12]([O:14][CH2:15][CH3:16])=[O:13])=[N:10][C:9]2[C:4](=[CH:5][CH:6]=[CH:7][CH:8]=2)[N:3]1[CH2:17][C:18]#[CH:19].Cl[CH2:21][CH:22]=[N:23][OH:24].C(N(CC)CC)C. The catalyst is O1CCCC1. The product is [CH3:21][C:22]1[CH:19]=[C:18]([CH2:17][N:3]2[C:4]3[C:9](=[CH:8][CH:7]=[CH:6][CH:5]=3)[N:10]=[C:11]([C:12]([O:14][CH2:15][CH3:16])=[O:13])[C:2]2=[O:1])[O:24][N:23]=1. The yield is 0.930.